From a dataset of Full USPTO retrosynthesis dataset with 1.9M reactions from patents (1976-2016). Predict the reactants needed to synthesize the given product. (1) Given the product [Cl:1][C:2]1[CH:3]=[C:4]2[C:9](=[C:10]([Cl:12])[CH:11]=1)[CH2:8][N:7]([CH3:13])[CH2:6][CH:5]2[C:14]1[CH:19]=[CH:18][C:17]([NH:20][C:21](=[O:33])[NH:22][C@@H:23]([CH2:28][C:29]([OH:31])=[O:30])[C:24]([OH:26])=[O:25])=[CH:16][CH:15]=1, predict the reactants needed to synthesize it. The reactants are: [Cl:1][C:2]1[CH:3]=[C:4]2[C:9](=[C:10]([Cl:12])[CH:11]=1)[CH2:8][N:7]([CH3:13])[CH2:6][CH:5]2[C:14]1[CH:19]=[CH:18][C:17]([NH:20][C:21](=[O:33])[NH:22][C@@H:23]([CH2:28][C:29]([O:31]C)=[O:30])[C:24]([O:26]C)=[O:25])=[CH:16][CH:15]=1.[OH-].[Na+]. (2) Given the product [CH2:13]([N:20]1[CH2:25][CH2:24][N:23]([C:2]2[C:11]3[C:6](=[CH:7][CH:8]=[C:9]([Cl:12])[CH:10]=3)[CH:5]=[CH:4][N:3]=2)[CH2:22][CH2:21]1)[C:14]1[CH:15]=[CH:16][CH:17]=[CH:18][CH:19]=1, predict the reactants needed to synthesize it. The reactants are: Cl[C:2]1[C:11]2[C:6](=[CH:7][CH:8]=[C:9]([Cl:12])[CH:10]=2)[CH:5]=[CH:4][N:3]=1.[CH2:13]([N:20]1[CH2:25][CH2:24][NH:23][CH2:22][CH2:21]1)[C:14]1[CH:19]=[CH:18][CH:17]=[CH:16][CH:15]=1.